Dataset: Full USPTO retrosynthesis dataset with 1.9M reactions from patents (1976-2016). Task: Predict the reactants needed to synthesize the given product. (1) Given the product [CH3:20]/[C:10](/[CH2:9][CH2:8]/[CH:7]=[C:6](\[CH3:21])/[CH2:5][CH2:4][CH:3]=[C:2]([CH3:22])[CH3:1])=[CH:11]\[CH2:12][S:13][CH2:14][C@@H:15]([C:16]([OH:18])=[O:17])[NH:19][C:39](=[O:40])[NH:38][CH2:37][CH2:36][C:35](=[O:41])[O:34][CH2:32][CH3:33], predict the reactants needed to synthesize it. The reactants are: [CH3:1][C:2]([CH3:22])=[CH:3][CH2:4][CH2:5]/[C:6](/[CH3:21])=[CH:7]/[CH2:8][CH2:9]/[C:10](/[CH3:20])=[CH:11]/[CH2:12][S:13][CH2:14][C@H:15]([NH2:19])[C:16]([OH:18])=[O:17].C(N(CC)C(C)C)(C)C.[CH2:32]([O:34][C:35](=[O:41])[CH2:36][CH2:37][N:38]=[C:39]=[O:40])[CH3:33]. (2) Given the product [C:39]([O:43][C:44]([N:46]1[CH2:51][CH2:50][C:49]2[C:52]3[CH:58]=[CH:57][C:56]([S:5][Si:4]([CH:1]([CH3:3])[CH3:2])([CH:6]([CH3:8])[CH3:7])[CH:9]([CH3:11])[CH3:10])=[CH:55][C:53]=3[O:54][C:48]=2[C:47]1([CH3:61])[CH3:60])=[O:45])([CH3:42])([CH3:40])[CH3:41], predict the reactants needed to synthesize it. The reactants are: [CH:1]([Si:4]([CH:9]([CH3:11])[CH3:10])([CH:6]([CH3:8])[CH3:7])[SH:5])([CH3:3])[CH3:2].C[Si](C)(C)[N-][Si](C)(C)C.[Li+].C1COCC1.C([Si](C(C)C)(C(C)C)[S-])(C)C.[Li+].[C:39]([O:43][C:44]([N:46]1[CH2:51][CH2:50][C:49]2[C:52]3[CH:58]=[CH:57][C:56](I)=[CH:55][C:53]=3[O:54][C:48]=2[C:47]1([CH3:61])[CH3:60])=[O:45])([CH3:42])([CH3:41])[CH3:40]. (3) The reactants are: [CH3:1][C:2]1[CH:7]=[CH:6][CH:5]=[CH:4][C:3]=1[C:8](=[O:10])[CH3:9].[CH2:11]([OH:14])[CH2:12]O.O.C1(C)C(S(O)(=O)=O)=CC=CC=1.[Br:27]N1C(=O)CCC1=O.N(C1(C#N)CCCCC1)=NC1(C#N)CCCCC1. Given the product [Br:27][CH2:1][C:2]1[CH:7]=[CH:6][CH:5]=[CH:4][C:3]=1[C:8]1([CH3:9])[O:14][CH2:11][CH2:12][O:10]1, predict the reactants needed to synthesize it. (4) The reactants are: [F:1][C:2]1[C:3](=[O:23])[N:4]2[C:8](=[C:9]([C:20](O)=[O:21])[C:10]=1[NH:11][C:12]1[CH:17]=[CH:16][C:15]([I:18])=[CH:14][C:13]=1[F:19])[CH2:7][CH2:6][CH2:5]2.CC1(C)[O:29][C@@H:28]([CH2:30][O:31][NH2:32])[CH2:27][O:26]1.C1C=CC2N(O)N=NC=2C=1.C(Cl)CCl.C1(C)C=CC(S(O)(=O)=O)=CC=1. Given the product [OH:29][C@H:28]([CH2:27][OH:26])[CH2:30][O:31][NH:32][C:20]([C:9]1[C:10]([NH:11][C:12]2[CH:17]=[CH:16][C:15]([I:18])=[CH:14][C:13]=2[F:19])=[C:2]([F:1])[C:3](=[O:23])[N:4]2[C:8]=1[CH2:7][CH2:6][CH2:5]2)=[O:21], predict the reactants needed to synthesize it. (5) Given the product [N:1]1([CH2:7][C:8]2[CH:9]=[C:10]3[C:15](=[CH:16][CH:17]=2)[CH:14]=[C:13]([NH2:18])[CH:12]=[CH:11]3)[CH2:2][CH2:3][CH2:4][CH2:5][CH2:6]1, predict the reactants needed to synthesize it. The reactants are: [N:1]1([CH2:7][C:8]2[CH:9]=[C:10]3[C:15](=[CH:16][CH:17]=2)[CH:14]=[C:13]([NH:18]C(=O)OC(C)(C)C)[CH:12]=[CH:11]3)[CH2:6][CH2:5][CH2:4][CH2:3][CH2:2]1. (6) Given the product [N+:11]([C:9]1[CH:8]=[CH:7][C:5]2[N:6]=[C:2]([C:18]3[CH:19]=[CH:20][C:15]([NH2:14])=[CH:16][CH:17]=3)[S:3][C:4]=2[CH:10]=1)([O-:13])=[O:12], predict the reactants needed to synthesize it. The reactants are: Cl[C:2]1[S:3][C:4]2[CH:10]=[C:9]([N+:11]([O-:13])=[O:12])[CH:8]=[CH:7][C:5]=2[N:6]=1.[NH2:14][C:15]1[CH:20]=[CH:19][C:18](B2OC(C)(C)C(C)(C)O2)=[CH:17][CH:16]=1.C([O-])([O-])=O.[K+].[K+].O1CCOCC1.